Dataset: NCI-60 drug combinations with 297,098 pairs across 59 cell lines. Task: Regression. Given two drug SMILES strings and cell line genomic features, predict the synergy score measuring deviation from expected non-interaction effect. (1) Drug 1: CC1=C2C(C(=O)C3(C(CC4C(C3C(C(C2(C)C)(CC1OC(=O)C(C(C5=CC=CC=C5)NC(=O)OC(C)(C)C)O)O)OC(=O)C6=CC=CC=C6)(CO4)OC(=O)C)OC)C)OC. Synergy scores: CSS=38.6, Synergy_ZIP=1.77, Synergy_Bliss=2.97, Synergy_Loewe=-20.3, Synergy_HSA=1.98. Cell line: SNB-75. Drug 2: C1=CC(=CC=C1CC(C(=O)O)N)N(CCCl)CCCl.Cl. (2) Drug 1: C1C(C(OC1N2C=C(C(=O)NC2=O)F)CO)O. Drug 2: CCC1(C2=C(COC1=O)C(=O)N3CC4=CC5=C(C=CC(=C5CN(C)C)O)N=C4C3=C2)O.Cl. Cell line: HCT-15. Synergy scores: CSS=35.9, Synergy_ZIP=-1.16, Synergy_Bliss=0.586, Synergy_Loewe=-1.90, Synergy_HSA=0.571. (3) Drug 1: C1=CC(=CC=C1CCCC(=O)O)N(CCCl)CCCl. Drug 2: C1=NC2=C(N=C(N=C2N1C3C(C(C(O3)CO)O)F)Cl)N. Cell line: UACC62. Synergy scores: CSS=34.2, Synergy_ZIP=-10.9, Synergy_Bliss=-6.69, Synergy_Loewe=-6.04, Synergy_HSA=-3.73. (4) Drug 1: CC(CN1CC(=O)NC(=O)C1)N2CC(=O)NC(=O)C2. Drug 2: C1C(C(OC1N2C=NC(=NC2=O)N)CO)O. Cell line: OVCAR-8. Synergy scores: CSS=39.2, Synergy_ZIP=0.934, Synergy_Bliss=5.50, Synergy_Loewe=8.90, Synergy_HSA=10.6. (5) Drug 1: CC1=C(C(CCC1)(C)C)C=CC(=CC=CC(=CC(=O)O)C)C. Drug 2: C1C(C(OC1N2C=NC(=NC2=O)N)CO)O. Cell line: MDA-MB-231. Synergy scores: CSS=10.8, Synergy_ZIP=1.43, Synergy_Bliss=4.80, Synergy_Loewe=-5.21, Synergy_HSA=0.748. (6) Drug 1: CC1=C(N=C(N=C1N)C(CC(=O)N)NCC(C(=O)N)N)C(=O)NC(C(C2=CN=CN2)OC3C(C(C(C(O3)CO)O)O)OC4C(C(C(C(O4)CO)O)OC(=O)N)O)C(=O)NC(C)C(C(C)C(=O)NC(C(C)O)C(=O)NCCC5=NC(=CS5)C6=NC(=CS6)C(=O)NCCC[S+](C)C)O. Drug 2: C(CCl)NC(=O)N(CCCl)N=O. Cell line: OVCAR-5. Synergy scores: CSS=36.7, Synergy_ZIP=-6.29, Synergy_Bliss=-4.71, Synergy_Loewe=-34.0, Synergy_HSA=-4.76.